This data is from Catalyst prediction with 721,799 reactions and 888 catalyst types from USPTO. The task is: Predict which catalyst facilitates the given reaction. (1) Reactant: [CH3:1][C:2]1[C:7]([C:8]([O:10]CC)=[O:9])=[C:6]([CH3:13])[N:5]=[CH:4][N:3]=1.[OH-].[Na+].Cl. Product: [CH3:1][C:2]1[C:7]([C:8]([OH:10])=[O:9])=[C:6]([CH3:13])[N:5]=[CH:4][N:3]=1. The catalyst class is: 6. (2) Reactant: Cl[C:2]1[CH2:7][CH2:6][CH2:5][C:4](=[O:8])[CH:3]=1.[N:9]1[CH:14]=[CH:13][CH:12]=[C:11](B(O)O)[CH:10]=1.C(=O)([O-])[O-].[Na+].[Na+]. Product: [N:9]1[CH:14]=[CH:13][CH:12]=[C:11]([C:2]2[CH2:7][CH2:6][CH2:5][C:4](=[O:8])[CH:3]=2)[CH:10]=1. The catalyst class is: 38. (3) Reactant: [C:1]([O:5][C:6]([NH:8][C@@H:9]([CH2:18][C:19]1[CH:24]=[CH:23][CH:22]=[CH:21][CH:20]=1)[C@@H:10]([OH:17])[CH2:11]OS(C)(=O)=O)=[O:7])([CH3:4])([CH3:3])[CH3:2].Cl. The catalyst class is: 84. Product: [C:1]([O:5][C:6]([NH:8][C@@H:9]([CH2:18][C:19]1[CH:24]=[CH:23][CH:22]=[CH:21][CH:20]=1)[C@H:10]1[O:17][CH2:11]1)=[O:7])([CH3:4])([CH3:3])[CH3:2]. (4) Reactant: O[C:2]1[CH:3]=[C:4]([CH:7]=[C:8]([O:12][CH3:13])[C:9]=1[O:10][CH3:11])[CH:5]=[O:6].[C:14]([O-:17])([O-])=O.[Cs+].[Cs+].Br[CH2:21]C.O. Product: [CH2:13]([O:12][C:8]1[CH:7]=[C:4]([CH:3]=[C:2]([O:17][CH3:14])[C:9]=1[O:10][CH3:11])[CH:5]=[O:6])[CH3:21]. The catalyst class is: 3. (5) Reactant: C(OC([N:8]1[C:16]2[C:11](=[C:12]([CH2:17][N:18]3[C:22]4[CH:23]=[CH:24][C:25]([F:27])=[CH:26][C:21]=4[N:20]([C:28]4[CH:33]=[CH:32][C:31]([C:34]5[CH:39]=[C:38]([Cl:40])[CH:37]=[CH:36][C:35]=5[NH:41][C:42](=[O:44])[CH3:43])=[CH:30][CH:29]=4)[C:19]3=[NH:45])[CH:13]=[CH:14][CH:15]=2)[CH:10]=[CH:9]1)=O)(C)(C)C.C(O)(C(F)(F)F)=O. Product: [Cl:40][C:38]1[CH:37]=[CH:36][C:35]([NH:41][C:42](=[O:44])[CH3:43])=[C:34]([C:31]2[CH:30]=[CH:29][C:28]([N:20]3[C:21]4[CH:26]=[C:25]([F:27])[CH:24]=[CH:23][C:22]=4[N:18]([CH2:17][C:12]4[CH:13]=[CH:14][CH:15]=[C:16]5[C:11]=4[CH:10]=[CH:9][NH:8]5)[C:19]3=[NH:45])=[CH:33][CH:32]=2)[CH:39]=1. The catalyst class is: 2. (6) Reactant: O=[C:2]1[CH2:5][N:4]([C:6]([O:8][C:9]([CH3:12])([CH3:11])[CH3:10])=[O:7])[CH2:3]1.[CH:13]([CH:15]=P(C1C=CC=CC=1)(C1C=CC=CC=1)C1C=CC=CC=1)=[O:14]. Product: [O:14]=[CH:13][CH:15]=[C:2]1[CH2:5][N:4]([C:6]([O:8][C:9]([CH3:12])([CH3:11])[CH3:10])=[O:7])[CH2:3]1. The catalyst class is: 2.